From a dataset of Reaction yield outcomes from USPTO patents with 853,638 reactions. Predict the reaction yield, written as a fraction of the theoretical maximum amount of product (1.0 means a 100% yield; for example, 0.34 means a 34% yield). (1) The reactants are [CH3:1][C@:2]12[CH2:19][CH2:18][C@H:17]3[C@@H:7]([C@@H:8]([OH:21])[CH:9]=[C:10]4[C@:15]3([CH3:16])[CH2:14][CH2:13][C@H:12]([OH:20])[CH2:11]4)[C@@H:6]1[CH2:5][CH2:4][C:3]2=[O:22].[CH3:23][Si:24](N[Si:24]([CH3:26])([CH3:25])[CH3:23])([CH3:26])[CH3:25]. The catalyst is S1(C2C(=CC=CC=2)C(=O)N1)(=O)=O.C(#N)C. The product is [CH3:23][Si:24]([CH3:26])([CH3:25])[O:20][C@H:12]1[CH2:13][CH2:14][C@@:15]2([CH3:16])[C:10](=[CH:9][C@H:8]([O:21][Si:24]([CH3:26])([CH3:25])[CH3:23])[C@@H:7]3[C@@H:17]2[CH2:18][CH2:19][C@@:2]2([CH3:1])[C@H:6]3[CH2:5][CH2:4][C:3]2=[O:22])[CH2:11]1. The yield is 0.810. (2) The reactants are [O-][Mn](=O)(=O)=O.[K+].[OH2:7].[OH2:8].[N+:9]([C:12]1[CH:13]=[C:14]([S:19]([OH:22])(=[O:21])=[O:20])[C:15]([CH3:18])=[CH:16][CH:17]=1)([O-:11])=[O:10].Cl. The catalyst is O. The product is [N+:9]([C:12]1[CH:17]=[CH:16][C:15]([C:18]([OH:8])=[O:7])=[C:14]([S:19]([OH:22])(=[O:20])=[O:21])[CH:13]=1)([O-:11])=[O:10]. The yield is 0.670. (3) The reactants are [CH3:1][O:2][C:3](=[O:37])[CH:4]([C:9]1[CH:10]=[C:11]([C:23]2[CH:28]=[C:27]([C:29]([F:32])([F:31])[F:30])[CH:26]=[C:25]([C:33]([F:36])([F:35])[F:34])[CH:24]=2)[CH:12]=[C:13](OS(C(F)(F)F)(=O)=O)[CH:14]=1)[CH2:5][CH:6]([CH3:8])[CH3:7].[F:38][C:39]([F:52])([F:51])[C:40]1[CH:46]=[CH:45][C:44]([C:47]([F:50])([F:49])[F:48])=[CH:43][C:41]=1[NH2:42]. No catalyst specified. The product is [CH3:1][O:2][C:3](=[O:37])[CH:4]([C:9]1[CH:10]=[C:11]([C:23]2[CH:28]=[C:27]([C:29]([F:30])([F:31])[F:32])[CH:26]=[C:25]([C:33]([F:34])([F:35])[F:36])[CH:24]=2)[CH:12]=[C:13]([NH:42][C:41]2[CH:43]=[C:44]([C:47]([F:48])([F:49])[F:50])[CH:45]=[CH:46][C:40]=2[C:39]([F:38])([F:51])[F:52])[CH:14]=1)[CH2:5][CH:6]([CH3:8])[CH3:7]. The yield is 0.390.